From a dataset of Forward reaction prediction with 1.9M reactions from USPTO patents (1976-2016). Predict the product of the given reaction. (1) Given the reactants Cl.[Cl:2][C:3]1[CH:4]=[CH:5][C:6]([S:11]([CH2:14][CH3:15])(=[O:13])=[O:12])=[C:7]([CH:10]=1)[CH2:8][NH2:9].[CH:16]([C:18]1[CH:19]=[C:20]([CH:24]=[C:25]([C:43]([F:46])([F:45])[F:44])[C:26]=1[CH2:27][N:28]1[CH2:33][CH2:32][CH2:31][C@H:30]([N:34]([CH3:42])[C:35]([O:37][C:38]([CH3:41])([CH3:40])[CH3:39])=[O:36])[CH2:29]1)[C:21](O)=[O:22])=[CH2:17].CC(OC(N1CCN(CC2C=CC(C([O-])=O)=CC=2C(F)(F)F)CC1)=O)(C)C, predict the reaction product. The product is: [Cl:2][C:3]1[CH:4]=[CH:5][C:6]([S:11]([CH2:14][CH3:15])(=[O:13])=[O:12])=[C:7]([CH2:8][NH:9][C:21]([C:20]2[CH:24]=[C:25]([C:43]([F:46])([F:45])[F:44])[C:26]([CH2:27][N:28]3[CH2:33][CH2:32][CH2:31][C@H:30]([N:34]([CH3:42])[C:35](=[O:36])[O:37][C:38]([CH3:39])([CH3:40])[CH3:41])[CH2:29]3)=[C:18]([CH:16]=[CH2:17])[CH:19]=2)=[O:22])[CH:10]=1. (2) The product is: [ClH:20].[CH3:1][CH:2]1[CH2:7][CH2:6][N:5]([CH:8]([C:14]2[CH:15]=[CH:16][CH:17]=[CH:18][CH:19]=2)[C:9]([OH:11])=[O:10])[CH2:4][CH2:3]1. Given the reactants [CH3:1][CH:2]1[CH2:7][CH2:6][N:5]([CH:8]([C:14]2[CH:19]=[CH:18][CH:17]=[CH:16][CH:15]=2)[C:9]([O:11]CC)=[O:10])[CH2:4][CH2:3]1.[ClH:20], predict the reaction product.